Dataset: Forward reaction prediction with 1.9M reactions from USPTO patents (1976-2016). Task: Predict the product of the given reaction. (1) Given the reactants [CH3:1][OH:2].[H-].[Na+].C[O:6][C:7](=[O:18])[C:8]1[CH:13]=[CH:12][C:11]([N+:14]([O-:16])=[O:15])=[C:10](F)[CH:9]=1, predict the reaction product. The product is: [CH3:1][O:2][C:10]1[CH:9]=[C:8]([CH:13]=[CH:12][C:11]=1[N+:14]([O-:16])=[O:15])[C:7]([OH:6])=[O:18]. (2) Given the reactants C1(P(C2C=CC=CC=2)C2C=CC=CC=2)C=CC=CC=1.N(C(OC(C)(C)C)=O)=NC(OC(C)(C)C)=O.[Cl:36][C:37]1[CH:38]=[CH:39][C:40]([OH:43])=[N:41][CH:42]=1.[CH2:44]([N:51]1[CH2:56][CH2:55][CH:54]([CH2:57]O)[CH:53]([C:59]2[CH:64]=[CH:63][C:62]([Cl:65])=[CH:61][CH:60]=2)[CH2:52]1)[C:45]1[CH:50]=[CH:49][CH:48]=[CH:47][CH:46]=1, predict the reaction product. The product is: [CH2:44]([N:51]1[CH2:56][CH2:55][CH:54]([CH2:57][O:43][C:40]2[CH:39]=[CH:38][C:37]([Cl:36])=[CH:42][N:41]=2)[CH:53]([C:59]2[CH:64]=[CH:63][C:62]([Cl:65])=[CH:61][CH:60]=2)[CH2:52]1)[C:45]1[CH:46]=[CH:47][CH:48]=[CH:49][CH:50]=1. (3) Given the reactants [NH:1]1[CH2:5][CH2:4][C@@H:3]([NH:6][C:7]2[C:8]3[CH:9]=[CH:10][N:11]=[CH:12][C:13]=3[CH:14]=[CH:15][CH:16]=2)[CH2:2]1.[CH3:17][S:18][C:19]1[CH:26]=[CH:25][C:22]([CH:23]=O)=[CH:21][CH:20]=1, predict the reaction product. The product is: [CH3:17][S:18][C:19]1[CH:26]=[CH:25][C:22]([CH2:23][N:1]2[CH2:5][CH2:4][C@@H:3]([NH:6][C:7]3[C:8]4[CH:9]=[CH:10][N:11]=[CH:12][C:13]=4[CH:14]=[CH:15][CH:16]=3)[CH2:2]2)=[CH:21][CH:20]=1. (4) Given the reactants [F:1][C:2]1[CH:7]=[CH:6][C:5]([CH:8]2[CH2:12][S:11](=[O:14])(=[O:13])[NH:10][CH2:9]2)=[CH:4][CH:3]=1.F[C:16]1[C:25]([S:26]([CH3:29])(=[O:28])=[O:27])=[CH:24][C:19]([C:20]([O:22][CH3:23])=[O:21])=[C:18]([CH3:30])[CH:17]=1.C([O-])([O-])=O.[Cs+].[Cs+].O, predict the reaction product. The product is: [F:1][C:2]1[CH:3]=[CH:4][C:5]([CH:8]2[CH2:12][S:11](=[O:14])(=[O:13])[N:10]([C:16]3[C:25]([S:26]([CH3:29])(=[O:28])=[O:27])=[CH:24][C:19]([C:20]([O:22][CH3:23])=[O:21])=[C:18]([CH3:30])[CH:17]=3)[CH2:9]2)=[CH:6][CH:7]=1. (5) Given the reactants [ClH:1].[N:2]1([C:7]([NH2:9])=[NH:8])[CH:6]=[CH:5]C=N1.NCC[NH:13][C:14]([O:16][C:17]([CH3:20])([CH3:19])[CH3:18])=[O:15], predict the reaction product. The product is: [ClH:1].[C:7]([NH:2][CH2:6][CH2:5][NH:13][C:14]([O:16][C:17]([CH3:20])([CH3:19])[CH3:18])=[O:15])(=[NH:8])[NH2:9]. (6) Given the reactants [CH2:1]([NH2:7])[CH:2]1[O:6][CH2:5][CH2:4][CH2:3]1.[OH-].[Na+].[C:10](=[S:12])=[S:11].Cl[CH2:14][CH2:15][CH2:16][C:17]([O:19][CH3:20])=[O:18], predict the reaction product. The product is: [CH3:20][O:19][C:17](=[O:18])[CH2:16][CH2:15][CH2:14][S:11][C:10](=[S:12])[NH:7][CH2:1][CH:2]1[CH2:3][CH2:4][CH2:5][O:6]1. (7) Given the reactants Br[C:2]1[CH:35]=[CH:34][C:5]([CH2:6][C:7]2[N:8]([C:20]3[CH:25]=[CH:24][C:23]([N:26]4[S:30](=[O:32])(=[O:31])[NH:29][C:28](=[O:33])[CH2:27]4)=[CH:22][CH:21]=3)[CH:9]=[C:10]([C:12]3[CH:17]=[CH:16][C:15]([Cl:18])=[CH:14][C:13]=3[Cl:19])[N:11]=2)=[CH:4][CH:3]=1.[C:36]([C:40]1[CH:45]=[CH:44][C:43](B(O)O)=[CH:42][CH:41]=1)([CH3:39])([CH3:38])[CH3:37], predict the reaction product. The product is: [C:36]([C:40]1[CH:45]=[CH:44][C:43]([C:2]2[CH:35]=[CH:34][C:5]([CH2:6][C:7]3[N:8]([C:20]4[CH:25]=[CH:24][C:23]([N:26]5[S:30](=[O:31])(=[O:32])[NH:29][C:28](=[O:33])[CH2:27]5)=[CH:22][CH:21]=4)[CH:9]=[C:10]([C:12]4[CH:17]=[CH:16][C:15]([Cl:18])=[CH:14][C:13]=4[Cl:19])[N:11]=3)=[CH:4][CH:3]=2)=[CH:42][CH:41]=1)([CH3:39])([CH3:38])[CH3:37]. (8) Given the reactants [F:1][C:2]1[CH:10]=[C:9]([N+:11]([O-:13])=[O:12])[C:8](F)=[CH:7][C:3]=1[C:4]([OH:6])=[O:5].C(=O)([O-])[O-].[Cs+].[Cs+].[CH2:21]([OH:23])[CH3:22].Cl, predict the reaction product. The product is: [CH2:21]([O:23][C:8]1[C:9]([N+:11]([O-:13])=[O:12])=[CH:10][C:2]([F:1])=[C:3]([CH:7]=1)[C:4]([OH:6])=[O:5])[CH3:22]. (9) Given the reactants [CH:1]1[CH:2]=CC2N([OH:10])N=N[C:5]=2[CH:6]=1.[CH:11]1[CH:12]=[CH:13]C2N([OH:20])N=NC=2[CH:16]=1.[OH:20]N1[C:12]2[CH:13]=CC=[CH:16][C:11]=2N=N1, predict the reaction product. The product is: [CH2:6]1[CH2:5][O:20][CH2:2][CH2:1]1.[O:10]1[CH2:13][CH2:12][CH2:11][CH2:16]1.